From a dataset of Forward reaction prediction with 1.9M reactions from USPTO patents (1976-2016). Predict the product of the given reaction. (1) Given the reactants ClC1C=CC(S[CH2:9][C:10]2([CH3:27])[CH2:15][O:14][C:13]3([CH2:26][CH2:25][CH2:24][CH2:23][CH2:22][CH2:21][CH2:20][CH2:19][CH2:18][CH2:17][CH2:16]3)[O:12][O:11]2)=CC=1.N1C(C)=CC=CC=1C.C(OC(C(F)(F)F)=O)(C(F)(F)F)=[O:37].C([O-])(O)=O.[Na+], predict the reaction product. The product is: [CH3:27][C:10]1([CH:9]=[O:37])[CH2:15][O:14][C:13]2([CH2:16][CH2:17][CH2:18][CH2:19][CH2:20][CH2:21][CH2:22][CH2:23][CH2:24][CH2:25][CH2:26]2)[O:12][O:11]1. (2) Given the reactants C([O:3][C:4]([C:6]1[CH:7]=[N:8][C:9]2[C:14]([C:15]=1[NH:16][CH:17]1[CH2:21][CH2:20][CH2:19][CH2:18]1)=[CH:13][CH:12]=[CH:11][C:10]=2[O:22][CH3:23])=O)C.[Cl:24][C:25]1[CH:30]=[CH:29][CH:28]=[C:27]([N:31]=[C:32]=[O:33])[CH:26]=1, predict the reaction product. The product is: [Cl:24][C:25]1[CH:26]=[C:27]([N:31]2[C:4](=[O:3])[C:6]3[CH:7]=[N:8][C:9]4[C:10]([O:22][CH3:23])=[CH:11][CH:12]=[CH:13][C:14]=4[C:15]=3[N:16]([CH:17]3[CH2:18][CH2:19][CH2:20][CH2:21]3)[C:32]2=[O:33])[CH:28]=[CH:29][CH:30]=1. (3) Given the reactants [CH2:1]([N:8](C)[C:9]12[CH2:17][CH2:16][CH:13]([CH2:14][CH2:15]1)[CH2:12][N:11]1[C:18](=[O:34])[C:19]([OH:33])=[C:20]([C:22]([NH:24][CH2:25][C:26]3[CH:31]=[CH:30][C:29]([F:32])=[CH:28][CH:27]=3)=[O:23])[N:21]=[C:10]21)C1C=CC=CC=1, predict the reaction product. The product is: [F:32][C:29]1[CH:28]=[CH:27][C:26]([CH2:25][NH:24][C:22]([C:20]2[N:21]=[C:10]3[C:9]4([NH:8][CH3:1])[CH2:17][CH2:16][CH:13]([CH2:14][CH2:15]4)[CH2:12][N:11]3[C:18](=[O:34])[C:19]=2[OH:33])=[O:23])=[CH:31][CH:30]=1. (4) Given the reactants [Cl:1][C:2]1[CH:7]=[CH:6][C:5]([OH:8])=[C:4]([CH:9]2[CH2:14][CH2:13][CH2:12][CH2:11][CH2:10]2)[CH:3]=1.C[Mg]Br.[CH2:18]=[O:19].Cl, predict the reaction product. The product is: [Cl:1][C:2]1[CH:7]=[C:6]([CH:18]=[O:19])[C:5]([OH:8])=[C:4]([CH:9]2[CH2:14][CH2:13][CH2:12][CH2:11][CH2:10]2)[CH:3]=1. (5) Given the reactants [CH3:1][C:2]1([CH3:20])[C:10]2[C:5](=[CH:6][CH:7]=[C:8](OS(C(F)(F)F)(=O)=O)[CH:9]=2)[C:4](=[O:19])[CH2:3]1.[CH3:21][O:22][C:23]1[CH:28]=[CH:27][C:26](B(O)O)=[CH:25][CH:24]=1, predict the reaction product. The product is: [CH3:21][O:22][C:23]1[CH:28]=[CH:27][C:26]([C:8]2[CH:9]=[C:10]3[C:5](=[CH:6][CH:7]=2)[C:4](=[O:19])[CH2:3][C:2]3([CH3:20])[CH3:1])=[CH:25][CH:24]=1. (6) Given the reactants [OH:1][C@H:2]1[CH2:7][CH2:6][C@H:5]([NH:8][C:9]2[N:10]=[C:11]([NH:21][C:22]3[CH:27]=[CH:26][C:25]([N:28]4[CH2:33][CH2:32][N:31]([CH3:34])[CH2:30][CH2:29]4)=[CH:24][CH:23]=3)[C:12]([C:18]([NH2:20])=[O:19])=[N:13][C:14]=2[C:15]([CH3:17])=[CH2:16])[CH2:4][CH2:3]1.C(O)C, predict the reaction product. The product is: [OH:1][C@H:2]1[CH2:7][CH2:6][C@H:5]([NH:8][C:9]2[N:10]=[C:11]([NH:21][C:22]3[CH:27]=[CH:26][C:25]([N:28]4[CH2:33][CH2:32][N:31]([CH3:34])[CH2:30][CH2:29]4)=[CH:24][CH:23]=3)[C:12]([C:18]([NH2:20])=[O:19])=[N:13][C:14]=2[CH:15]([CH3:16])[CH3:17])[CH2:4][CH2:3]1. (7) Given the reactants [Cl:1][C:2]1[CH:3]=[C:4]([C:17]([NH:19][C@H:20]([C:22]2[CH:31]=[CH:30][C:25]([C:26]([O:28]C)=[O:27])=[CH:24][CH:23]=2)[CH3:21])=[O:18])[C:5]([O:8][C:9]2[CH:14]=[CH:13][CH:12]=[C:11]([Cl:15])[C:10]=2[CH3:16])=[N:6][CH:7]=1.[OH-].[Na+].Cl, predict the reaction product. The product is: [Cl:1][C:2]1[CH:3]=[C:4]([C:17]([NH:19][C@H:20]([C:22]2[CH:23]=[CH:24][C:25]([C:26]([OH:28])=[O:27])=[CH:30][CH:31]=2)[CH3:21])=[O:18])[C:5]([O:8][C:9]2[CH:14]=[CH:13][CH:12]=[C:11]([Cl:15])[C:10]=2[CH3:16])=[N:6][CH:7]=1.